From a dataset of Peptide-MHC class I binding affinity with 185,985 pairs from IEDB/IMGT. Regression. Given a peptide amino acid sequence and an MHC pseudo amino acid sequence, predict their binding affinity value. This is MHC class I binding data. The peptide sequence is NHHPRARSM. The MHC is HLA-B48:01 with pseudo-sequence HLA-B48:01. The binding affinity (normalized) is 0.0847.